From a dataset of Reaction yield outcomes from USPTO patents with 853,638 reactions. Predict the reaction yield, written as a fraction of the theoretical maximum amount of product (1.0 means a 100% yield; for example, 0.34 means a 34% yield). (1) The reactants are [NH2:1][C:2]1[N:3]=[C:4]([NH:17][CH:18]2[CH2:23][CH2:22][N:21]([S:24]([C:27]3[CH:32]=[CH:31][C:30]([CH:33]4[CH2:37][CH2:36][N:35]([CH3:38])[CH2:34]4)=[CH:29][CH:28]=3)(=[O:26])=[O:25])[CH2:20][CH2:19]2)[S:5][C:6]=1[C:7]([C:9]1[C:14]([F:15])=[CH:13][CH:12]=[CH:11][C:10]=1[F:16])=[O:8].[ClH:39]. The catalyst is CO. The product is [ClH:39].[ClH:39].[NH2:1][C:2]1[N:3]=[C:4]([NH:17][CH:18]2[CH2:23][CH2:22][N:21]([S:24]([C:27]3[CH:28]=[CH:29][C:30]([CH:33]4[CH2:37][CH2:36][N:35]([CH3:38])[CH2:34]4)=[CH:31][CH:32]=3)(=[O:26])=[O:25])[CH2:20][CH2:19]2)[S:5][C:6]=1[C:7]([C:9]1[C:10]([F:16])=[CH:11][CH:12]=[CH:13][C:14]=1[F:15])=[O:8]. The yield is 1.00. (2) The reactants are I[C:2]1[CH:10]=[CH:9][C:5]([C:6]([OH:8])=[O:7])=[CH:4][CH:3]=1.[CH:11]1[CH2:15][CH2:14][CH2:13][CH:12]=1.CCN(CC)CC.CC1C=CC=CC=1P(C1C=CC=CC=1C)C1C=CC=CC=1C. The catalyst is C1(C)C=CC=CC=1.CCOC(C)=O.CC([O-])=O.CC([O-])=O.[Pd+2]. The product is [C:11]1([C:2]2[CH:10]=[CH:9][C:5]([C:6]([OH:8])=[O:7])=[CH:4][CH:3]=2)[CH2:15][CH2:14][CH2:13][CH:12]=1. The yield is 0.690. (3) The reactants are [NH2:1][C:2]1[N:6]([C:7]2[CH:8]=[C:9]([S:13]([NH:16][CH2:17][CH2:18][O:19][CH3:20])(=[O:15])=[O:14])[CH:10]=[CH:11][CH:12]=2)[N:5]=[C:4]([C:21]([CH3:24])([CH3:23])[CH3:22])[CH:3]=1.C(=O)([O-])[O-].[Na+].[Na+].[C:31]1([O:37][C:38](Cl)=[O:39])[CH:36]=[CH:35][CH:34]=[CH:33][CH:32]=1.C(OCC)(=O)C. The catalyst is C1COCC1. The product is [C:31]1([O:37][C:38](=[O:39])[NH:1][C:2]2[N:6]([C:7]3[CH:12]=[CH:11][CH:10]=[C:9]([S:13](=[O:14])(=[O:15])[NH:16][CH2:17][CH2:18][O:19][CH3:20])[CH:8]=3)[N:5]=[C:4]([C:21]([CH3:24])([CH3:23])[CH3:22])[CH:3]=2)[CH:36]=[CH:35][CH:34]=[CH:33][CH:32]=1. The yield is 0.700. (4) The product is [Br:1][C:2]1[N:6]2[CH:7]=[CH:8][N:9]=[C:10]([NH2:12])[C:5]2=[N:4][CH:3]=1. The reactants are [Br:1][C:2]1[N:6]2[C:7](Br)=[CH:8][N:9]=[CH:10][C:5]2=[N:4][CH:3]=1.[NH4+:12].[OH-]. The catalyst is C1COCC1.C(Cl)Cl.Cl. The yield is 0.500. (5) The reactants are [Br:1]N1C(=O)CCC1=O.[OH:9][C:10]([C:17]1[CH:26]=[CH:25][C:20]([C:21]([O:23][CH3:24])=[O:22])=[CH:19][CH:18]=1)([C:12]1[S:16][CH:15]=NC=1)[CH3:11].C[N:28]([CH:30]=O)C. The catalyst is C(OCC)(=O)C. The product is [Br:1][C:15]1[S:16][C:12]([C:10]([C:17]2[CH:18]=[CH:19][C:20]([C:21]([O:23][CH3:24])=[O:22])=[CH:25][CH:26]=2)([OH:9])[CH3:11])=[N:28][CH:30]=1. The yield is 0.577.